Dataset: Catalyst prediction with 721,799 reactions and 888 catalyst types from USPTO. Task: Predict which catalyst facilitates the given reaction. (1) Reactant: Cl.[NH2:2][CH2:3][C:4]1[CH:5]=[C:6](B(O)O)[CH:7]=[CH:8][CH:9]=1.Br[C:14]1[S:18][C:17]([CH2:19][N:20]2[CH2:25][CH2:24][N:23]([C:26]([O:28][C:29]([CH3:32])([CH3:31])[CH3:30])=[O:27])[C@@H:22]([CH3:33])[CH2:21]2)=[CH:16][CH:15]=1.C([O-])([O-])=O.[K+].[K+]. Product: [NH2:2][CH2:3][C:4]1[CH:5]=[C:6]([C:14]2[S:18][C:17]([CH2:19][N:20]3[CH2:25][CH2:24][N:23]([C:26]([O:28][C:29]([CH3:32])([CH3:31])[CH3:30])=[O:27])[C@@H:22]([CH3:33])[CH2:21]3)=[CH:16][CH:15]=2)[CH:7]=[CH:8][CH:9]=1. The catalyst class is: 667. (2) Product: [CH3:14][C:3]1[CH:12]=[CH:11][CH:10]=[C:9]2[C:4]=1[CH:5]=[CH:6][CH:7]=[C:8]2[OH:13]. Reactant: CO[C:3]1[CH:12]=[CH:11][CH:10]=[C:9]2[C:4]=1[CH2:5][CH2:6][CH2:7][C:8]2=[O:13].[CH2:14]([Mg]Br)C. The catalyst class is: 27.